Dataset: Forward reaction prediction with 1.9M reactions from USPTO patents (1976-2016). Task: Predict the product of the given reaction. (1) Given the reactants [SH:1][C:2]1[CH:10]=[CH:9][C:5]([C:6]([OH:8])=[O:7])=[CH:4][CH:3]=1.[Cl:11][C:12]1[CH:17]=[C:16](I)[CH:15]=[CH:14][C:13]=1[NH:19][C:20](=[O:28])[C@:21]([OH:27])([CH3:26])[C:22]([F:25])([F:24])[F:23], predict the reaction product. The product is: [Cl:11][C:12]1[CH:17]=[C:16]([S:1][C:2]2[CH:10]=[CH:9][C:5]([C:6]([OH:8])=[O:7])=[CH:4][CH:3]=2)[CH:15]=[CH:14][C:13]=1[NH:19][C:20](=[O:28])[C@:21]([OH:27])([CH3:26])[C:22]([F:23])([F:25])[F:24]. (2) The product is: [OH:2][CH2:1][CH2:3][NH:4][S:15]([C:11]1[S:10][C:9]([NH:8][C:5](=[O:7])[CH3:6])=[N:13][C:12]=1[CH3:14])(=[O:16])=[O:17]. Given the reactants [CH2:1]([CH2:3][NH2:4])[OH:2].[C:5]([NH:8][C:9]1[S:10][C:11]([S:15](Cl)(=[O:17])=[O:16])=[C:12]([CH3:14])[N:13]=1)(=[O:7])[CH3:6].C(N(CC)CC)C, predict the reaction product. (3) Given the reactants CN(CCN(C)C)C.[CH2:9]=[CH:10][C:11]1[CH:16]=[CH:15][CH:14]=[CH:13][CH:12]=1.C([Li])CCC.[CH2:22]=[CH:23][C:24](=[CH2:26])[CH3:25], predict the reaction product. The product is: [CH2:9]=[CH:10][C:11]1[CH:16]=[CH:15][CH:14]=[CH:13][CH:12]=1.[CH2:22]=[CH:23][C:24](=[CH2:25])[CH3:26].[CH2:9]=[CH:10][C:11]1[CH:16]=[CH:15][CH:14]=[CH:13][CH:12]=1. (4) Given the reactants Cl[C:2]1[N:10]=[C:9]2[C:5]([N:6]=[CH:7][N:8]2[CH:11]([CH3:13])[CH3:12])=[C:4]([NH:14][CH2:15][CH2:16][C:17]2[CH:22]=[CH:21][CH:20]=[CH:19][CH:18]=2)[N:3]=1.[NH2:23][C@H:24]([CH2:27][CH3:28])[CH2:25][OH:26], predict the reaction product. The product is: [CH:11]([N:8]1[CH:7]=[N:6][C:5]2[C:9]1=[N:10][C:2]([NH:23][C@H:24]([CH2:27][CH3:28])[CH2:25][OH:26])=[N:3][C:4]=2[NH:14][CH2:15][CH2:16][C:17]1[CH:22]=[CH:21][CH:20]=[CH:19][CH:18]=1)([CH3:13])[CH3:12]. (5) The product is: [C:13]([CH:17]1[CH2:18][CH2:19][CH:20]([NH:23][CH2:10][C:7]2[CH:8]=[CH:9][C:4]([C:3]([O:2][CH3:1])=[O:12])=[CH:5][CH:6]=2)[CH2:21][CH2:22]1)([CH3:16])([CH3:14])[CH3:15]. Given the reactants [CH3:1][O:2][C:3](=[O:12])[C:4]1[CH:9]=[CH:8][C:7]([CH:10]=O)=[CH:6][CH:5]=1.[C:13]([CH:17]1[CH2:22][CH2:21][CH:20]([NH2:23])[CH2:19][CH2:18]1)([CH3:16])([CH3:15])[CH3:14].CC(O)=O.[BH3-]C#N.[Na+], predict the reaction product. (6) Given the reactants Br[C:2]1[C:3]([NH:14][C:15]2[C:24]3[C:19](=[CH:20][C:21]([F:26])=[CH:22][C:23]=3[F:25])[N:18]=[C:17]([C:27]3[CH:32]=[CH:31][CH:30]=[CH:29][N:28]=3)[C:16]=2[CH3:33])=[CH:4][C:5]([N:8]2[CH2:13][CH2:12][O:11][CH2:10][CH2:9]2)=[N:6][CH:7]=1.[F:34][C:35]1[C:36](B(O)O)=[CH:37][C:38]([O:41][CH3:42])=[N:39][CH:40]=1.C1(P(C2CCCCC2)C2CCCCC2)CCCCC1.[O-]P([O-])([O-])=O.[K+].[K+].[K+], predict the reaction product. The product is: [F:25][C:23]1[CH:22]=[C:21]([F:26])[CH:20]=[C:19]2[C:24]=1[C:15]([NH:14][C:3]1[CH:4]=[C:5]([N:8]3[CH2:13][CH2:12][O:11][CH2:10][CH2:9]3)[N:6]=[CH:7][C:2]=1[C:36]1[C:35]([F:34])=[CH:40][N:39]=[C:38]([O:41][CH3:42])[CH:37]=1)=[C:16]([CH3:33])[C:17]([C:27]1[CH:32]=[CH:31][CH:30]=[CH:29][N:28]=1)=[N:18]2. (7) Given the reactants [CH:1]1([CH2:7][O:8][C:9]2[C:10]3[N:11]([C:15]([C:19]([NH:21][CH2:22][CH:23](OC)[O:24]C)=[O:20])=[C:16]([CH3:18])[N:17]=3)[CH:12]=[CH:13][CH:14]=2)[CH2:6][CH2:5][CH2:4][CH2:3][CH2:2]1.Cl.C(OCC)(=O)C, predict the reaction product. The product is: [CH:1]1([CH2:7][O:8][C:9]2[C:10]3[N:11]([C:15]([C:19]([NH:21][CH2:22][CH:23]=[O:24])=[O:20])=[C:16]([CH3:18])[N:17]=3)[CH:12]=[CH:13][CH:14]=2)[CH2:2][CH2:3][CH2:4][CH2:5][CH2:6]1. (8) Given the reactants [Cl:1][C:2]1[CH:7]=[CH:6][C:5]([CH2:8][NH:9][C@H:10]2[CH2:15][CH2:14][CH2:13][CH2:12][C@@H:11]2[NH:16][C:17](=[O:32])[CH2:18][NH:19][C:20](=[O:31])[C:21]2[CH:26]=[CH:25][CH:24]=[C:23]([C:27]([F:30])([F:29])[F:28])[CH:22]=2)=[CH:4][CH:3]=1.[C:33]([NH2:41])(=[O:40])[C:34]1[CH:39]=[CH:38][CH:37]=[CH:36][CH:35]=1.C=O.C([O-])(O)=O.[Na+], predict the reaction product. The product is: [Cl:1][C:2]1[CH:7]=[CH:6][C:5]([CH2:8][N:9]([CH3:33])[C@H:10]2[CH2:15][CH2:14][CH2:13][CH2:12][C@@H:11]2[NH:16][C:17](=[O:32])[CH2:18][NH:19][C:20](=[O:31])[C:21]2[CH:26]=[CH:25][CH:24]=[C:23]([C:27]([F:30])([F:29])[F:28])[CH:22]=2)=[CH:4][CH:3]=1.[C:33]([NH2:41])(=[O:40])[C:34]1[CH:39]=[CH:38][CH:37]=[CH:36][CH:35]=1. (9) Given the reactants C(=O)([O-])[O-].[K+].[K+].[CH2:7]([SH:10])[CH2:8][CH3:9].CN1CCCC1=O.F[C:19]1[CH:24]=[CH:23][C:22]([F:25])=[CH:21][C:20]=1[N+:26]([O-:28])=[O:27], predict the reaction product. The product is: [F:25][C:22]1[CH:23]=[CH:24][C:19]([S:10][CH2:7][CH2:8][CH3:9])=[C:20]([N+:26]([O-:28])=[O:27])[CH:21]=1.